This data is from Merck oncology drug combination screen with 23,052 pairs across 39 cell lines. The task is: Regression. Given two drug SMILES strings and cell line genomic features, predict the synergy score measuring deviation from expected non-interaction effect. (1) Drug 1: CN(Cc1cnc2nc(N)nc(N)c2n1)c1ccc(C(=O)NC(CCC(=O)O)C(=O)O)cc1. Drug 2: Cc1nc(Nc2ncc(C(=O)Nc3c(C)cccc3Cl)s2)cc(N2CCN(CCO)CC2)n1. Cell line: CAOV3. Synergy scores: synergy=-9.67. (2) Drug 1: N.N.O=C(O)C1(C(=O)O)CCC1.[Pt]. Drug 2: CNC(=O)c1cc(Oc2ccc(NC(=O)Nc3ccc(Cl)c(C(F)(F)F)c3)cc2)ccn1. Cell line: NCIH520. Synergy scores: synergy=-3.27.